From a dataset of Full USPTO retrosynthesis dataset with 1.9M reactions from patents (1976-2016). Predict the reactants needed to synthesize the given product. (1) Given the product [C:38]([O:37][C:35](=[O:36])[N:8]([CH2:7][C:6]1[CH:10]=[C:2]([Br:1])[CH:3]=[CH:4][C:5]=1[O:11][C:12]1[CH:17]=[CH:16][C:15]([Cl:18])=[C:14]([Cl:19])[CH:13]=1)[CH3:9])([CH3:39])([CH3:40])[CH3:41], predict the reactants needed to synthesize it. The reactants are: [Br:1][C:2]1[CH:3]=[CH:4][C:5]([O:11][C:12]2[CH:17]=[CH:16][C:15]([Cl:18])=[C:14]([Cl:19])[CH:13]=2)=[C:6]([CH:10]=1)[CH2:7][NH:8][CH3:9].CCN(CC)CC.[C:35](O[C:35]([O:37][C:38]([CH3:41])([CH3:40])[CH3:39])=[O:36])([O:37][C:38]([CH3:41])([CH3:40])[CH3:39])=[O:36]. (2) Given the product [Cl:61][C:54]1[C:55]([F:60])=[CH:56][CH:57]=[C:58]([Cl:59])[C:53]=1[CH:51]([O:50][C:31]1[C:30]([NH2:29])=[N:35][CH:34]=[C:33]([C:36]2[CH:37]=[N:38][N:39]([CH2:41][CH:42]3[CH2:43][CH:45]4[O:46][CH:44]3[CH2:2][CH2:3]4)[CH:40]=2)[CH:32]=1)[CH3:52], predict the reactants needed to synthesize it. The reactants are: Cl[C:2]1C(F)=CC=C(Cl)[C:3]=1C(OC1C(N)=NC=C(B2OC(C)(C)C(C)(C)O2)C=1)C.[NH2:29][C:30]1[N:35]=[CH:34][C:33]([C:36]2[CH:37]=[N:38][N:39]([CH2:41][CH:42]3[CH2:44][CH:43]3[C:45](N(C)C)=[O:46])[CH:40]=2)=[CH:32][C:31]=1[O:50][CH:51]([C:53]1[C:58]([Cl:59])=[CH:57][CH:56]=[C:55]([F:60])[C:54]=1[Cl:61])[CH3:52]. (3) Given the product [Br:1][C:2]1[CH:7]=[C:6]2[C:5](=[CH:4][C:3]=1[O:17][CH3:18])[NH:8][C:9]([CH3:16])=[CH:10][C:11]2=[O:13], predict the reactants needed to synthesize it. The reactants are: [Br:1][C:2]1[CH:7]=[CH:6][C:5]([NH:8]/[C:9](/[CH3:16])=[CH:10]\[C:11]([O:13]CC)=O)=[CH:4][C:3]=1[O:17][CH3:18]. (4) Given the product [NH:4]1[C:12]2[C:7](=[CH:8][CH:9]=[C:10]([NH:13][C:14]([C:16]3[C:35]([N:36]4[CH2:37][CH2:38][N:39]([CH2:43][C:42]([OH:46])=[O:45])[CH2:40][CH2:41]4)=[CH:34][C:19]4[NH:20][C:21]([NH:23][C:24]5[CH:29]=[CH:28][CH:27]=[CH:26][C:25]=5[C:30]([F:31])([F:32])[F:33])=[N:22][C:18]=4[CH:17]=3)=[O:15])[CH:11]=2)[CH:6]=[N:5]1, predict the reactants needed to synthesize it. The reactants are: Cl.Cl.Cl.[NH:4]1[C:12]2[C:7](=[CH:8][CH:9]=[C:10]([NH:13][C:14]([C:16]3[C:35]([N:36]4[CH2:41][CH2:40][NH:39][CH2:38][CH2:37]4)=[CH:34][C:19]4[NH:20][C:21]([NH:23][C:24]5[CH:29]=[CH:28][CH:27]=[CH:26][C:25]=5[C:30]([F:33])([F:32])[F:31])=[N:22][C:18]=4[CH:17]=3)=[O:15])[CH:11]=2)[CH:6]=[N:5]1.[C:42]([OH:46])(=[O:45])[CH:43]=O.C([BH3-])#N.[Na+]. (5) Given the product [OH:30][CH:1]([C:27]1[CH:26]=[CH:25][CH:24]=[CH:23][N:22]=1)[C:21]1[C:16]([NH:15][C:9](=[O:14])[C:10]([CH3:13])([CH3:12])[CH3:11])=[N:17][CH:18]=[CH:19][CH:20]=1, predict the reactants needed to synthesize it. The reactants are: [CH3:1]N(CCN(C)C)C.[C:9]([NH:15][C:16]1[CH:21]=[CH:20][CH:19]=[CH:18][N:17]=1)(=[O:14])[C:10]([CH3:13])([CH3:12])[CH3:11].[N:22]1[CH:27]=[CH:26][CH:25]=[C:24](C=O)[CH:23]=1.[OH2:30]. (6) Given the product [F:30][C:2]([F:1])([F:29])[C:3]([N:5]([C@@H:6]1[CH2:8][C@H:7]1[C:9]1[CH:14]=[CH:13][CH:12]=[CH:11][CH:10]=1)[CH2:15][CH:16]1[CH2:17][CH2:18][NH:19][CH2:20][CH2:21]1)=[O:4], predict the reactants needed to synthesize it. The reactants are: [F:1][C:2]([F:30])([F:29])[C:3]([N:5]([CH2:15][CH:16]1[CH2:21][CH2:20][N:19](C(OC(C)(C)C)=O)[CH2:18][CH2:17]1)[C@@H:6]1[CH2:8][C@H:7]1[C:9]1[CH:14]=[CH:13][CH:12]=[CH:11][CH:10]=1)=[O:4].FC(F)(F)C(O)=O. (7) The reactants are: [NH2:1][C@@H:2]([C:5]1[CH:10]=[CH:9][C:8]([C:11]([F:14])([F:13])[F:12])=[CH:7][CH:6]=1)[CH2:3][OH:4].C([O-])([O-])=O.[K+].[K+].[Br:21][C:22]1[CH:23]=[C:24]([CH:29]=[CH:30][C:31]=1[CH2:32]Br)[C:25]([O:27][CH3:28])=[O:26]. Given the product [Br:21][C:22]1[CH:23]=[C:24]([CH:29]=[CH:30][C:31]=1[CH2:32][NH:1][C@@H:2]([C:5]1[CH:6]=[CH:7][C:8]([C:11]([F:12])([F:13])[F:14])=[CH:9][CH:10]=1)[CH2:3][OH:4])[C:25]([O:27][CH3:28])=[O:26], predict the reactants needed to synthesize it.